Dataset: Full USPTO retrosynthesis dataset with 1.9M reactions from patents (1976-2016). Task: Predict the reactants needed to synthesize the given product. (1) The reactants are: [C:1]([OH:9])(=O)[CH2:2][CH2:3][CH2:4][CH2:5][CH:6]=[CH2:7].C1C=CC2N(O)N=NC=2C=1.CCN=C=NCCCN(C)C.Cl.Cl.[Cl:33][CH2:34][C@H:35]([C@@H:37]([NH:45][C:46](=[O:51])[C@@H:47]([NH:49][CH3:50])[CH3:48])[CH2:38][C@H:39]([CH3:44])[CH2:40][CH2:41][CH:42]=[CH2:43])[OH:36].CCN(C(C)C)C(C)C.Cl. Given the product [Cl:33][CH2:34][C@H:35]([C@@H:37]([NH:45][C:46]([C@@H:47]([N:49]([CH3:50])[C:1](=[O:9])[CH2:2][CH2:3][CH2:4][CH2:5][CH:6]=[CH2:7])[CH3:48])=[O:51])[CH2:38][C@H:39]([CH3:44])[CH2:40][CH2:41][CH:42]=[CH2:43])[OH:36], predict the reactants needed to synthesize it. (2) Given the product [N:41]1([O:2][C:1]([CH:4]=[CH:5][C:6]2[CH:15]=[CH:14][C:9]([C:10]([O:12][CH3:13])=[O:11])=[CH:8][CH:7]=2)=[O:3])[C:36]2[CH:37]=[CH:38][CH:39]=[CH:40][C:35]=2[N:34]=[N:42]1, predict the reactants needed to synthesize it. The reactants are: [C:1]([CH:4]=[CH:5][C:6]1[CH:15]=[CH:14][C:9]([C:10]([O:12][CH3:13])=[O:11])=[CH:8][CH:7]=1)([OH:3])=[O:2].CCN(CC)CC.CN([P+](O[N:34]1[N:42]=[N:41][C:36]2[CH:37]=[CH:38][CH:39]=[CH:40][C:35]1=2)(N(C)C)N(C)C)C.F[P-](F)(F)(F)(F)F.[NH4+].[Cl-]. (3) The reactants are: [C:1]([O:5][C:6]([NH:8][C@H:9]([C:16](=[O:22])[N:17]1[CH2:21][CH2:20][CH2:19][CH2:18]1)[C@H:10]([CH3:15])[C:11]([O:13]C)=[O:12])=[O:7])([CH3:4])([CH3:3])[CH3:2].[OH-].[Li+]. Given the product [C:1]([O:5][C:6]([NH:8][C@H:9]([C:16](=[O:22])[N:17]1[CH2:18][CH2:19][CH2:20][CH2:21]1)[C@H:10]([CH3:15])[C:11]([OH:13])=[O:12])=[O:7])([CH3:2])([CH3:3])[CH3:4], predict the reactants needed to synthesize it. (4) Given the product [CH2:35]([O:37][C:38](=[O:44])[CH2:39][CH2:40][CH2:41][CH2:42][O:27][C:24]1[CH:25]=[CH:26][C:21]([C:3]([CH2:4][CH3:5])([C:6]2[CH:11]=[CH:10][C:9]([CH2:12][CH2:13][CH:14]([OH:19])[C:15]([CH3:17])([CH3:18])[CH3:16])=[C:8]([CH3:20])[CH:7]=2)[CH2:1][CH3:2])=[CH:22][C:23]=1[CH3:28])[CH3:36], predict the reactants needed to synthesize it. The reactants are: [CH2:1]([C:3]([C:21]1[CH:26]=[CH:25][C:24]([OH:27])=[C:23]([CH3:28])[CH:22]=1)([C:6]1[CH:11]=[CH:10][C:9]([CH2:12][CH2:13][CH:14]([OH:19])[C:15]([CH3:18])([CH3:17])[CH3:16])=[C:8]([CH3:20])[CH:7]=1)[CH2:4][CH3:5])[CH3:2].C([O-])([O-])=O.[K+].[K+].[CH2:35]([O:37][C:38](=[O:44])[CH2:39][CH2:40][CH2:41][CH2:42]Br)[CH3:36].O. (5) Given the product [C:1]([O:5][C:6]([N:8]1[C@H:9]([CH2:22][C:23]2[CH:28]=[CH:27][CH:26]=[CH:25][C:24]=2[F:29])[CH:10]([CH2:11][C:12]2[N:20]=[CH:19][CH:18]=[CH:17][C:13]=2[C:14]([OH:16])=[O:15])[O:21][C:41]1([CH3:43])[CH3:42])=[O:7])([CH3:4])([CH3:2])[CH3:3], predict the reactants needed to synthesize it. The reactants are: [C:1]([O:5][C:6]([NH:8][CH:9]([CH2:22][C:23]1[CH:28]=[CH:27][CH:26]=[CH:25][C:24]=1[F:29])[CH:10]([OH:21])[CH2:11][C:12]1[N:20]=[CH:19][CH:18]=[CH:17][C:13]=1[C:14]([OH:16])=[O:15])=[O:7])([CH3:4])([CH3:3])[CH3:2].B(F)(F)F.CCOCC.CO[C:41](OC)([CH3:43])[CH3:42]. (6) The reactants are: [N:1]1[CH2:2][CH:3]=[CH:4][CH:5]=[C:6]2[CH:11]=[CH:10][CH:9]=[CH:8][C:7]=12.C(N(CC)CC)C.C(N(CC)C(C)C)(C)C.CS(O[CH2:33][C:34]([F:37])([F:36])[F:35])(=O)=O. Given the product [F:35][C:34]([F:37])([F:36])[CH2:33][N:1]1[C:7]2[CH:8]=[CH:9][CH:10]=[CH:11][C:6]=2[CH:5]=[CH:4][CH:3]=[CH:2]1, predict the reactants needed to synthesize it.